Dataset: Forward reaction prediction with 1.9M reactions from USPTO patents (1976-2016). Task: Predict the product of the given reaction. (1) Given the reactants C1(S([N:10]2[C:14]3=[N:15][CH:16]=[CH:17][CH:18]=[C:13]3[CH:12]=[C:11]2[C:19]([C:26]2[CH:31]=[CH:30][C:29]([S:32]([CH2:35][CH2:36][O:37][CH3:38])(=[O:34])=[O:33])=[CH:28][CH:27]=2)=[CH:20][CH:21]2[CH2:25][CH2:24][CH2:23][CH2:22]2)(=O)=O)C=CC=CC=1.[OH-].[Na+].[CH2:41](O)C, predict the reaction product. The product is: [CH:21]1([CH:20]=[C:19]([C:11]2[NH:10][C:14]3=[N:15][CH:16]=[CH:17][CH:18]=[C:13]3[CH:12]=2)[C:26]2[CH:31]=[CH:30][C:29]([S:32]([CH2:35][CH2:36][O:37][CH2:38][CH3:41])(=[O:33])=[O:34])=[CH:28][CH:27]=2)[CH2:25][CH2:24][CH2:23][CH2:22]1. (2) Given the reactants [CH:1]1([CH:6]([N:11]2[CH:15]=[C:14]([C:16]3[C:17]4[C:25](=[O:26])[CH2:24][NH:23][C:18]=4[N:19]=[C:20]([OH:22])[N:21]=3)[CH:13]=[N:12]2)[CH2:7][C:8]([NH2:10])=O)[CH2:5][CH2:4][CH2:3][CH2:2]1.C(N(CC)CC)C.ClC(Cl)(Cl)C(Cl)=O.CC#N.O, predict the reaction product. The product is: [CH:1]1([C@H:6]([N:11]2[CH:15]=[C:14]([C:16]3[C:17]4[C:25](=[O:26])[CH2:24][NH:23][C:18]=4[N:19]=[C:20]([OH:22])[N:21]=3)[CH:13]=[N:12]2)[CH2:7][C:8]#[N:10])[CH2:5][CH2:4][CH2:3][CH2:2]1. (3) Given the reactants [Cl:1][C:2]1[CH:3]=[C:4]2[C:9](=[C:10]([Cl:12])[CH:11]=1)[CH2:8][N:7]([CH3:13])[CH2:6][CH:5]2[C:14]1[CH:19]=[CH:18][C:17]([NH2:20])=[CH:16][CH:15]=1.[N:21]([CH2:24][CH3:25])=[C:22]=[S:23], predict the reaction product. The product is: [ClH:1].[Cl:1][C:2]1[CH:3]=[C:4]2[C:9](=[C:10]([Cl:12])[CH:11]=1)[CH2:8][N:7]([CH3:13])[CH2:6][CH:5]2[C:14]1[CH:19]=[CH:18][C:17]([NH:20][C:22]([NH:21][CH2:24][CH3:25])=[S:23])=[CH:16][CH:15]=1.